From a dataset of Merck oncology drug combination screen with 23,052 pairs across 39 cell lines. Regression. Given two drug SMILES strings and cell line genomic features, predict the synergy score measuring deviation from expected non-interaction effect. (1) Drug 1: O=c1[nH]cc(F)c(=O)[nH]1. Drug 2: COC1CC2CCC(C)C(O)(O2)C(=O)C(=O)N2CCCCC2C(=O)OC(C(C)CC2CCC(OP(C)(C)=O)C(OC)C2)CC(=O)C(C)C=C(C)C(O)C(OC)C(=O)C(C)CC(C)C=CC=CC=C1C. Cell line: RPMI7951. Synergy scores: synergy=27.3. (2) Drug 1: Nc1ccn(C2OC(CO)C(O)C2(F)F)c(=O)n1. Drug 2: O=C(NOCC(O)CO)c1ccc(F)c(F)c1Nc1ccc(I)cc1F. Cell line: ZR751. Synergy scores: synergy=16.1. (3) Drug 1: Cc1nc(Nc2ncc(C(=O)Nc3c(C)cccc3Cl)s2)cc(N2CCN(CCO)CC2)n1. Drug 2: CCc1c2c(nc3ccc(O)cc13)-c1cc3c(c(=O)n1C2)COC(=O)C3(O)CC. Cell line: NCIH2122. Synergy scores: synergy=-29.0. (4) Drug 1: O=c1[nH]cc(F)c(=O)[nH]1. Drug 2: CC1(c2nc3c(C(N)=O)cccc3[nH]2)CCCN1. Cell line: NCIH520. Synergy scores: synergy=3.70.